This data is from Forward reaction prediction with 1.9M reactions from USPTO patents (1976-2016). The task is: Predict the product of the given reaction. (1) Given the reactants [OH:1][C:2]1[CH:9]=[CH:8][C:5]([CH:6]=[O:7])=[CH:4][C:3]=1[CH3:10].Br[CH2:12][CH:13]([CH3:15])[CH3:14], predict the reaction product. The product is: [CH2:12]([O:1][C:2]1[CH:9]=[CH:8][C:5]([CH:6]=[O:7])=[CH:4][C:3]=1[CH3:10])[CH:13]([CH3:15])[CH3:14]. (2) Given the reactants [C:1]([OH:9])(=O)/[C:2](=[C:4](\[CH:6]=O)/[Cl:5])/[Cl:3].[C:10]1([NH:16][NH2:17])[CH:15]=[CH:14][CH:13]=[CH:12][CH:11]=1, predict the reaction product. The product is: [Cl:3][C:2]1[C:1](=[O:9])[N:16]([C:10]2[CH:15]=[CH:14][CH:13]=[CH:12][CH:11]=2)[N:17]=[CH:6][C:4]=1[Cl:5]. (3) Given the reactants Cl[C:2]1[N:7]=[C:6]([C@@H:8]([NH:18][C:19](=[O:36])[CH2:20][N:21]2[C:25]3[C:26]([F:31])([F:30])[C@@H:27]4[CH2:29][C@@H:28]4[C:24]=3[C:23]([C:32]([F:35])([F:34])[F:33])=[N:22]2)[CH2:9][C:10]2[CH:15]=[C:14]([F:16])[CH:13]=[C:12]([F:17])[CH:11]=2)[C:5]([C:37]2[CH:38]=[CH:39][C:40]([Cl:52])=[C:41]3[C:45]=2[N:44]([CH3:46])[N:43]=[C:42]3[NH:47][S:48]([CH3:51])(=[O:50])=[O:49])=[CH:4][CH:3]=1.[O:53]1[CH2:58][CH2:57][CH:56]([N:59]2[CH:63]=[C:62](B3OC(C)(C)C(C)(C)O3)[CH:61]=[N:60]2)[CH2:55][CH2:54]1.C([O-])([O-])=O.[K+].[K+], predict the reaction product. The product is: [Cl:52][C:40]1[CH:39]=[CH:38][C:37]([C:5]2[C:6]([C@@H:8]([NH:18][C:19](=[O:36])[CH2:20][N:21]3[C:25]4[C:26]([F:30])([F:31])[C@@H:27]5[CH2:29][C@@H:28]5[C:24]=4[C:23]([C:32]([F:33])([F:34])[F:35])=[N:22]3)[CH2:9][C:10]3[CH:11]=[C:12]([F:17])[CH:13]=[C:14]([F:16])[CH:15]=3)=[N:7][C:2]([C:62]3[CH:61]=[N:60][N:59]([CH:56]4[CH2:57][CH2:58][O:53][CH2:54][CH2:55]4)[CH:63]=3)=[CH:3][CH:4]=2)=[C:45]2[C:41]=1[C:42]([NH:47][S:48]([CH3:51])(=[O:50])=[O:49])=[N:43][N:44]2[CH3:46]. (4) Given the reactants [Cl:1][C:2]1[CH:3]=[C:4]([C:9]([F:12])([F:11])[F:10])[C:5]([NH2:8])=[N:6][CH:7]=1.Br[CH2:14][C:15](=O)[C:16]([O:18][CH2:19][CH3:20])=[O:17].O, predict the reaction product. The product is: [Cl:1][C:2]1[CH:3]=[C:4]([C:9]([F:12])([F:10])[F:11])[C:5]2[N:6]([CH:14]=[C:15]([C:16]([O:18][CH2:19][CH3:20])=[O:17])[N:8]=2)[CH:7]=1. (5) Given the reactants CON(C)[C:4]([C:6]1[C:15](=[O:16])[C:14]2[C:9](=[CH:10][CH:11]=[CH:12][CH:13]=2)[N:8]([CH2:17][C:18]2[CH:23]=[CH:22][CH:21]=[C:20]([Br:24])[N:19]=2)[CH:7]=1)=[O:5].[CH3:26][C:27]1[CH:32]=[CH:31][C:30]([CH3:33])=[CH:29][C:28]=1[Mg]Br, predict the reaction product. The product is: [Br:24][C:20]1[N:19]=[C:18]([CH2:17][N:8]2[C:9]3[C:14](=[CH:13][CH:12]=[CH:11][CH:10]=3)[C:15](=[O:16])[C:6]([C:4](=[O:5])[C:28]3[CH:29]=[C:30]([CH3:33])[CH:31]=[CH:32][C:27]=3[CH3:26])=[CH:7]2)[CH:23]=[CH:22][CH:21]=1. (6) Given the reactants Cl.[CH3:2][CH:3]([CH2:7][CH2:8][N:9]1[CH2:13][CH2:12][CH2:11][CH2:10]1)[C:4]([OH:6])=O.C(Cl)(=O)C(Cl)=O.C(OC([N:27]1[C:31]([NH2:32])=[CH:30][C:29]([C:33]2[CH:34]=[N:35][C:36]3[C:41]([CH:42]=2)=[CH:40][CH:39]=[CH:38][CH:37]=3)=[N:28]1)=O)(C)(C)C.FC(F)(F)C(O)=O, predict the reaction product. The product is: [CH3:2][CH:3]([CH2:7][CH2:8][N:9]1[CH2:13][CH2:12][CH2:11][CH2:10]1)[C:4]([NH:32][C:31]1[NH:27][N:28]=[C:29]([C:33]2[CH:34]=[N:35][C:36]3[C:41]([CH:42]=2)=[CH:40][CH:39]=[CH:38][CH:37]=3)[CH:30]=1)=[O:6]. (7) The product is: [F:1][C:2]1[CH:3]=[C:4]2[C:9](=[CH:10][CH:11]=1)[N:8]=[C:7]([CH:12]([N:14]1[C:18]3=[N:19][CH:20]=[N:21][C:22]([NH2:23])=[C:17]3[C:16]([C:40]3[N:41]=[CH:42][S:43][CH:44]=3)=[N:15]1)[CH3:13])[C:6]([C:25]1[CH:26]=[N:27][CH:28]=[C:29]([F:31])[CH:30]=1)=[CH:5]2. Given the reactants [F:1][C:2]1[CH:3]=[C:4]2[C:9](=[CH:10][CH:11]=1)[N:8]=[C:7]([CH:12]([N:14]1[C:18]3=[N:19][CH:20]=[N:21][C:22]([NH2:23])=[C:17]3[C:16](I)=[N:15]1)[CH3:13])[C:6]([C:25]1[CH:26]=[N:27][CH:28]=[C:29]([F:31])[CH:30]=1)=[CH:5]2.CC1(C)C(C)(C)OB([C:40]2[N:41]=[CH:42][S:43][CH:44]=2)O1.C(=O)([O-])[O-].[Na+].[Na+], predict the reaction product. (8) Given the reactants [C:1]([C:3]1[CH:8]=[CH:7][CH:6]=[CH:5][C:4]=1[S:9]([N:12]1[CH2:18][CH2:17][CH2:16][C:15]([NH:20][C:21]([C@@H:23]([NH:28]C(=O)OC(C)(C)C)[CH2:24][CH:25]([CH3:27])[CH3:26])=[O:22])([CH3:19])[CH2:14][CH2:13]1)(=[O:11])=[O:10])#[N:2].[ClH:36], predict the reaction product. The product is: [ClH:36].[C:1]([C:3]1[CH:8]=[CH:7][CH:6]=[CH:5][C:4]=1[S:9]([N:12]1[CH2:18][CH2:17][CH2:16][C:15]([NH:20][C:21](=[O:22])[C@H:23]([CH2:24][CH:25]([CH3:26])[CH3:27])[NH2:28])([CH3:19])[CH2:14][CH2:13]1)(=[O:11])=[O:10])#[N:2]. (9) Given the reactants [C:1]([C:5]1[CH:10]=[CH:9][CH:8]=[CH:7][C:6]=1[N:11]1[CH2:16][CH2:15][N:14]([C:17](=[O:21])[C:18]([OH:20])=O)[CH2:13][CH2:12]1)([CH3:4])([CH3:3])[CH3:2].[NH2:22][C:23]1[CH:28]=[CH:27][C:26]([CH2:29][CH2:30][C:31]([O:33][CH3:34])=[O:32])=[CH:25][CH:24]=1.CCN=C=NCCCN(C)C.C1C=CC2N(O)N=NC=2C=1.C([O-])(O)=O.[Na+], predict the reaction product. The product is: [C:1]([C:5]1[CH:10]=[CH:9][CH:8]=[CH:7][C:6]=1[N:11]1[CH2:12][CH2:13][N:14]([C:17](=[O:21])[C:18]([NH:22][C:23]2[CH:24]=[CH:25][C:26]([CH2:29][CH2:30][C:31]([O:33][CH3:34])=[O:32])=[CH:27][CH:28]=2)=[O:20])[CH2:15][CH2:16]1)([CH3:2])([CH3:3])[CH3:4].